From a dataset of Peptide-MHC class II binding affinity with 134,281 pairs from IEDB. Regression. Given a peptide amino acid sequence and an MHC pseudo amino acid sequence, predict their binding affinity value. This is MHC class II binding data. (1) The peptide sequence is GELQIVDWIDAAFKI. The MHC is DRB1_0101 with pseudo-sequence DRB1_0101. The binding affinity (normalized) is 0.565. (2) The peptide sequence is GEPIRFLLSYGEKDF. The binding affinity (normalized) is 0.639. The MHC is DRB1_1501 with pseudo-sequence DRB1_1501. (3) The MHC is HLA-DQA10501-DQB10201 with pseudo-sequence HLA-DQA10501-DQB10201. The peptide sequence is GAVDIINKWQVVAPQ. The binding affinity (normalized) is 0.215. (4) The peptide sequence is MKKYFAATQFEPLAA. The MHC is DRB1_0101 with pseudo-sequence DRB1_0101. The binding affinity (normalized) is 0.681. (5) The peptide sequence is RMMEYGTTMVSYQPL. The MHC is HLA-DPA10103-DPB10401 with pseudo-sequence HLA-DPA10103-DPB10401. The binding affinity (normalized) is 0.420. (6) The peptide sequence is GSDWRFLRGYHQYA. The MHC is DRB1_0101 with pseudo-sequence DRB1_0101. The binding affinity (normalized) is 0.617.